Dataset: Catalyst prediction with 721,799 reactions and 888 catalyst types from USPTO. Task: Predict which catalyst facilitates the given reaction. (1) Reactant: [CH:1]([OH:3])=O.[OH:4][B:5]1[C:9]2[CH:10]=[CH:11][C:12](C#N)=[CH:13][C:8]=2[CH2:7][O:6]1. Product: [OH:4][B:5]1[C:9]2[CH:10]=[CH:11][C:12]([CH:1]=[O:3])=[CH:13][C:8]=2[CH2:7][O:6]1. The catalyst class is: 769. (2) Reactant: [NH2:1][C:2]1[CH:7]=[CH:6][C:5]([Br:8])=[CH:4][C:3]=1[NH:9][C:10]1[CH:15]=[CH:14][N:13]=[C:12]([NH2:16])[N:11]=1.[Cl:17][C:18]([Cl:25])([Cl:24])[CH2:19]C(=N)OC. Product: [Br:8][C:5]1[CH:6]=[CH:7][C:2]2[N:1]=[C:19]([C:18]([Cl:25])([Cl:24])[Cl:17])[N:9]([C:10]3[CH:15]=[CH:14][N:13]=[C:12]([NH2:16])[N:11]=3)[C:3]=2[CH:4]=1. The catalyst class is: 86. (3) The catalyst class is: 7. Product: [CH3:1][CH:2]([CH3:32])[CH2:3][CH2:4][N:5]([CH2:21][C:22]1[CH:23]=[CH:24][C:25]([CH2:26][OH:27])=[CH:30][CH:31]=1)[C:6]1[S:7][CH:8]=[C:9]([C:11]2[CH:12]=[CH:13][C:14]([C:17]([F:20])([F:19])[F:18])=[CH:15][CH:16]=2)[N:10]=1. Reactant: [CH3:1][CH:2]([CH3:32])[CH2:3][CH2:4][N:5]([CH2:21][C:22]1[CH:31]=[CH:30][C:25]([C:26](OC)=[O:27])=[CH:24][CH:23]=1)[C:6]1[S:7][CH:8]=[C:9]([C:11]2[CH:16]=[CH:15][C:14]([C:17]([F:20])([F:19])[F:18])=[CH:13][CH:12]=2)[N:10]=1.C1(C)C=CC=CC=1.[H-].C([Al+]CC(C)C)C(C)C.O.O.O.O.O.O.O.O.O.O.[O-]S([O-])(=O)=O.[Na+].[Na+]. (4) Reactant: [F:1][C:2]1[CH:3]=[C:4]([N:14]2[CH:23]=[CH:22][C:21]3[N:20]=[C:19]([O:24][CH2:25][C:26]([O:28][CH3:29])=[O:27])[CH:18]=[CH:17][C:16]=3[C:15]2=[O:30])[CH:5]=[CH:6][C:7]=1[N:8]1[CH2:13][CH2:12][NH:11][CH2:10][CH2:9]1.CC1C=CC(S(O[CH2:42][CH2:43][CH2:44][C:45]2[C:53]3[C:48](=[CH:49][CH:50]=[C:51]([C:54]#[N:55])[CH:52]=3)[NH:47][CH:46]=2)(=O)=O)=CC=1.C(=O)([O-])[O-].[K+].[K+].[I-].[K+]. Product: [C:54]([C:51]1[CH:52]=[C:53]2[C:48](=[CH:49][CH:50]=1)[NH:47][CH:46]=[C:45]2[CH2:44][CH2:43][CH2:42][N:11]1[CH2:10][CH2:9][N:8]([C:7]2[CH:6]=[CH:5][C:4]([N:14]3[CH:23]=[CH:22][C:21]4[N:20]=[C:19]([O:24][CH2:25][C:26]([O:28][CH3:29])=[O:27])[CH:18]=[CH:17][C:16]=4[C:15]3=[O:30])=[CH:3][C:2]=2[F:1])[CH2:13][CH2:12]1)#[N:55]. The catalyst class is: 10.